This data is from Catalyst prediction with 721,799 reactions and 888 catalyst types from USPTO. The task is: Predict which catalyst facilitates the given reaction. (1) Reactant: [C:1]([C:5]1[CH:6]=[C:7]([NH:18][C:19]([NH:21][C:22]2[C:31]3[C:26](=[CH:27][CH:28]=[CH:29][CH:30]=3)[C:25]([O:32][C:33]3[CH:38]=[CH:37][N:36]=[C:35](Cl)[N:34]=3)=[CH:24][CH:23]=2)=[O:20])[C:8]([O:16][CH3:17])=[C:9]([NH:11][S:12]([CH3:15])(=[O:14])=[O:13])[CH:10]=1)([CH3:4])([CH3:3])[CH3:2].[F:40][CH:41]([F:61])[O:42][C:43]1[CH:44]=[C:45]([CH:47]=[C:48]([O:50][CH2:51][CH2:52][O:53][CH2:54][CH2:55][O:56][CH2:57][CH2:58][O:59][CH3:60])[CH:49]=1)[NH2:46]. Product: [C:1]([C:5]1[CH:6]=[C:7]([NH:18][C:19]([NH:21][C:22]2[C:31]3[C:26](=[CH:27][CH:28]=[CH:29][CH:30]=3)[C:25]([O:32][C:33]3[CH:38]=[CH:37][N:36]=[C:35]([NH:46][C:45]4[CH:47]=[C:48]([O:50][CH2:51][CH2:52][O:53][CH2:54][CH2:55][O:56][CH2:57][CH2:58][O:59][CH3:60])[CH:49]=[C:43]([O:42][CH:41]([F:40])[F:61])[CH:44]=4)[N:34]=3)=[CH:24][CH:23]=2)=[O:20])[C:8]([O:16][CH3:17])=[C:9]([NH:11][S:12]([CH3:15])(=[O:14])=[O:13])[CH:10]=1)([CH3:4])([CH3:3])[CH3:2]. The catalyst class is: 3. (2) Reactant: [F:1][C:2]1[C:3]([Si](C)(C)C)=[CH:4][CH:5]=[C:6]2[C:10]=1[N:9]([CH3:11])[C:8](=[O:12])[C:7]2([CH3:14])[CH3:13].[I:19]Cl.S([O-])([O-])(=O)=S.[Na+].[Na+]. Product: [F:1][C:2]1[C:3]([I:19])=[CH:4][CH:5]=[C:6]2[C:10]=1[N:9]([CH3:11])[C:8](=[O:12])[C:7]2([CH3:14])[CH3:13]. The catalyst class is: 4. (3) Reactant: [N+:1]([C:4]1[CH:5]=[C:6]([CH:9]=[CH:10][CH:11]=1)[CH2:7][NH2:8])([O-:3])=[O:2].[O:12]=[C:13](Cl)OC(Cl)(Cl)Cl. Product: [N:8]([CH2:7][C:6]1[CH:9]=[CH:10][CH:11]=[C:4]([N+:1]([O-:3])=[O:2])[CH:5]=1)=[C:13]=[O:12]. The catalyst class is: 12. (4) Reactant: O[CH2:2][CH2:3][C:4]1[CH:14]=[CH:13][C:7]([C:8]([O:10][CH2:11][CH3:12])=[O:9])=[CH:6][CH:5]=1.[C:15]1(=[O:25])[NH:19][C:18](=[O:20])[C:17]2=[CH:21][CH:22]=[CH:23][CH:24]=[C:16]12.C1(P(C2C=CC=CC=2)C2C=CC=CC=2)C=CC=CC=1.N(C(OCC)=O)=NC(OCC)=O.C1(C)C=CC=CC=1. Product: [C:15]1(=[O:25])[N:19]([CH2:2][CH2:3][C:4]2[CH:14]=[CH:13][C:7]([C:8]([O:10][CH2:11][CH3:12])=[O:9])=[CH:6][CH:5]=2)[C:18](=[O:20])[C:17]2=[CH:21][CH:22]=[CH:23][CH:24]=[C:16]12. The catalyst class is: 7. (5) Reactant: [NH2:1][C:2]1[C:3]2[CH:18]=[C:17]([C:19]3[C:24]([Cl:25])=[CH:23][CH:22]=[CH:21][C:20]=3[Cl:26])[C:16](=[O:27])[NH:15][C:4]=2[N:5]=[C:6]([NH:8][C:9]2[CH:14]=[CH:13][CH:12]=[CH:11][CH:10]=2)[N:7]=1.[H-].[Na+].[CH2:30](Br)[C:31]1[CH:36]=[CH:35][CH:34]=[CH:33][CH:32]=1. Product: [NH2:1][C:2]1[C:3]2[CH:18]=[C:17]([C:19]3[C:24]([Cl:25])=[CH:23][CH:22]=[CH:21][C:20]=3[Cl:26])[C:16](=[O:27])[N:15]([CH2:30][C:31]3[CH:36]=[CH:35][CH:34]=[CH:33][CH:32]=3)[C:4]=2[N:5]=[C:6]([NH:8][C:9]2[CH:14]=[CH:13][CH:12]=[CH:11][CH:10]=2)[N:7]=1. The catalyst class is: 16. (6) Reactant: [OH-].[K+].[CH:3]1([C:9]2[C:10]3[CH:11]=[CH:12][C:13]([C:47]([O:49]C)=[O:48])=[CH:14][C:15]=3[N:16]3[C:22]=2[C:21]2[CH:23]=[CH:24][CH:25]=[CH:26][C:20]=2[O:19][CH:18]([CH2:27][N:28]([CH3:46])[CH2:29][CH2:30][N:31]([CH3:45])[CH2:32][CH2:33][S:34](=[O:44])(=[O:43])[NH:35][CH2:36][C:37]2[CH:42]=[CH:41][CH:40]=[CH:39][CH:38]=2)[CH2:17]3)[CH2:8][CH2:7][CH2:6][CH2:5][CH2:4]1.Cl. Product: [CH:3]1([C:9]2[C:10]3[CH:11]=[CH:12][C:13]([C:47]([OH:49])=[O:48])=[CH:14][C:15]=3[N:16]3[C:22]=2[C:21]2[CH:23]=[CH:24][CH:25]=[CH:26][C:20]=2[O:19][CH:18]([CH2:27][N:28]([CH3:46])[CH2:29][CH2:30][N:31]([CH3:45])[CH2:32][CH2:33][S:34](=[O:44])(=[O:43])[NH:35][CH2:36][C:37]2[CH:38]=[CH:39][CH:40]=[CH:41][CH:42]=2)[CH2:17]3)[CH2:4][CH2:5][CH2:6][CH2:7][CH2:8]1. The catalyst class is: 116.